From a dataset of Forward reaction prediction with 1.9M reactions from USPTO patents (1976-2016). Predict the product of the given reaction. (1) Given the reactants [Br:1][C:2]1[CH:3]=[CH:4][C:5]([C:8]([OH:11])([CH3:10])[CH3:9])=[N:6][CH:7]=1.N1C(C)=CC=CC=1C.[Si:20](OS(C(F)(F)F)(=O)=O)([C:23]([CH3:26])([CH3:25])[CH3:24])([CH3:22])[CH3:21], predict the reaction product. The product is: [Br:1][C:2]1[CH:3]=[CH:4][C:5]([C:8]([O:11][Si:20]([C:23]([CH3:26])([CH3:25])[CH3:24])([CH3:22])[CH3:21])([CH3:9])[CH3:10])=[N:6][CH:7]=1. (2) Given the reactants [CH:1]1([C:7]([O:9]C)=O)[CH2:6][CH2:5][CH2:4][CH2:3][CH2:2]1.C(O)C.O.[NH2:15][NH2:16], predict the reaction product. The product is: [CH:1]1([C:7]([NH:15][NH2:16])=[O:9])[CH2:6][CH2:5][CH2:4][CH2:3][CH2:2]1. (3) Given the reactants [Cl:1][C:2]1[C:3]([O:30][CH:31]([CH3:33])[CH3:32])=[CH:4][C:5]2[O:10][CH:9]([C:11]([N:13]3[CH2:18][CH2:17][C:16]([CH2:21][C:22]4[CH:27]=[CH:26][C:25]([F:28])=[CH:24][CH:23]=4)([C:19]#[N:20])[CH2:15][CH2:14]3)=[O:12])[CH2:8][NH:7][C:6]=2[CH:29]=1.Br[CH2:35][C:36]([O:38][CH3:39])=[O:37], predict the reaction product. The product is: [CH3:39][O:38][C:36](=[O:37])[CH2:35][N:7]1[C:6]2[CH:29]=[C:2]([Cl:1])[C:3]([O:30][CH:31]([CH3:33])[CH3:32])=[CH:4][C:5]=2[O:10][CH:9]([C:11]([N:13]2[CH2:14][CH2:15][C:16]([C:19]#[N:20])([CH2:21][C:22]3[CH:23]=[CH:24][C:25]([F:28])=[CH:26][CH:27]=3)[CH2:17][CH2:18]2)=[O:12])[CH2:8]1. (4) Given the reactants Br[C:2]1[CH:3]=[C:4]([CH:15]=[CH:16][C:17]=1[O:18][CH2:19][O:20][CH3:21])[CH2:5][C:6]1[S:7][C:8]2[CH:14]=[CH:13][CH:12]=[CH:11][C:9]=2[CH:10]=1.CCCCCC.C([Li])CCC.[CH2:33]([O:40][C@@H:41]1[C@@H:47]([O:48][CH2:49][C:50]2[CH:55]=[CH:54][CH:53]=[CH:52][CH:51]=2)[C@H:46]([O:56][CH2:57][C:58]2[CH:63]=[CH:62][CH:61]=[CH:60][CH:59]=2)[C@@H:45]([CH2:64][O:65][CH2:66][C:67]2[CH:72]=[CH:71][CH:70]=[CH:69][CH:68]=2)[O:44][C:42]1=[O:43])[C:34]1[CH:39]=[CH:38][CH:37]=[CH:36][CH:35]=1, predict the reaction product. The product is: [S:7]1[C:8]2[CH:14]=[CH:13][CH:12]=[CH:11][C:9]=2[CH:10]=[C:6]1[CH2:5][C:4]1[CH:15]=[CH:16][C:17]([O:18][CH2:19][O:20][CH3:21])=[C:2]([C:42]2([O:44][C@H:45]([CH2:64][O:65][CH2:66][C:67]3[CH:68]=[CH:69][CH:70]=[CH:71][CH:72]=3)[C@@H:46]([O:56][CH2:57][C:58]3[CH:59]=[CH:60][CH:61]=[CH:62][CH:63]=3)[C@H:47]([O:48][CH2:49][C:50]3[CH:55]=[CH:54][CH:53]=[CH:52][CH:51]=3)[C@H:41]2[O:40][CH2:33][C:34]2[CH:39]=[CH:38][CH:37]=[CH:36][CH:35]=2)[OH:43])[CH:3]=1.